From a dataset of Peptide-MHC class I binding affinity with 185,985 pairs from IEDB/IMGT. Regression. Given a peptide amino acid sequence and an MHC pseudo amino acid sequence, predict their binding affinity value. This is MHC class I binding data. The peptide sequence is YLARAAGLV. The MHC is HLA-A02:01 with pseudo-sequence HLA-A02:01. The binding affinity (normalized) is 0.506.